Dataset: Full USPTO retrosynthesis dataset with 1.9M reactions from patents (1976-2016). Task: Predict the reactants needed to synthesize the given product. (1) Given the product [Cl:47][C:42]1[CH:43]=[CH:44][CH:45]=[CH:46][C:41]=1[C:36]1([C:39]#[N:40])[CH2:37][CH2:38][N:33]([C:31]([C:11]2[NH:10][C:14]3[N:15]=[C:16]([C:25]4[CH:30]=[CH:29][CH:28]=[CH:27][CH:26]=4)[N:17]=[C:18]([NH:19][CH2:20][C@H:21]([OH:24])[CH2:22][OH:23])[C:13]=3[CH:12]=2)=[O:32])[CH2:34][CH2:35]1, predict the reactants needed to synthesize it. The reactants are: C1(S([N:10]2[C:14]3[N:15]=[C:16]([C:25]4[CH:30]=[CH:29][CH:28]=[CH:27][CH:26]=4)[N:17]=[C:18]([NH:19][CH2:20][C@H:21]([OH:24])[CH2:22][OH:23])[C:13]=3[CH:12]=[C:11]2[C:31]([N:33]2[CH2:38][CH2:37][C:36]([C:41]3[CH:46]=[CH:45][CH:44]=[CH:43][C:42]=3[Cl:47])([C:39]#[N:40])[CH2:35][CH2:34]2)=[O:32])(=O)=O)C=CC=CC=1.[OH-].[Na+].Cl. (2) The reactants are: Cl.[C:2]([O:6][C:7](=[O:13])[C@H:8]([CH:10]([CH3:12])[CH3:11])[NH2:9])([CH3:5])([CH3:4])[CH3:3].C(N(CC)CC)C.Br[CH2:22][C:23]([O:25][CH2:26][CH3:27])=[O:24]. Given the product [CH2:26]([O:25][C:23](=[O:24])[CH2:22][NH:9][C@@H:8]([CH:10]([CH3:11])[CH3:12])[C:7]([O:6][C:2]([CH3:5])([CH3:4])[CH3:3])=[O:13])[CH3:27], predict the reactants needed to synthesize it. (3) The reactants are: [F:1][C:2]1[C:7]([F:8])=[CH:6][CH:5]=[CH:4][C:3]=1[N:9]1[CH:13]=[CH:12][C:11]([NH2:14])=[N:10]1.[O:15]=[C:16]1[N:20]2[CH2:21][CH2:22][C@H:23]([CH2:25][C:26](O)=[O:27])[CH2:24][C@@H:19]2[CH2:18][O:17]1. Given the product [F:1][C:2]1[C:7]([F:8])=[CH:6][CH:5]=[CH:4][C:3]=1[N:9]1[CH:13]=[CH:12][C:11]([NH:14][C:26](=[O:27])[CH2:25][C@H:23]2[CH2:22][CH2:21][N:20]3[C:16](=[O:15])[O:17][CH2:18][C@H:19]3[CH2:24]2)=[N:10]1, predict the reactants needed to synthesize it. (4) Given the product [ClH:15].[F:5][C:6]1[CH:12]=[CH:11][C:10]([Br:13])=[CH:9][C:7]=1[NH:8][NH2:1], predict the reactants needed to synthesize it. The reactants are: [N:1]([O-])=O.[Na+].[F:5][C:6]1[CH:12]=[CH:11][C:10]([Br:13])=[CH:9][C:7]=1[NH2:8].[Sn](Cl)(Cl)(Cl)[Cl:15].[OH-].[Na+]. (5) Given the product [Br:1][C:2]1[CH:10]=[CH:9][C:5]([C:6]([N:13]([CH3:14])[CH3:12])=[O:7])=[CH:4][C:3]=1[Cl:11], predict the reactants needed to synthesize it. The reactants are: [Br:1][C:2]1[CH:10]=[CH:9][C:5]([C:6](O)=[O:7])=[CH:4][C:3]=1[Cl:11].[CH3:12][NH:13][CH3:14].C1COCC1.C(N(CC)C(C)C)(C)C.F[P-](F)(F)(F)(F)F.N1(OC(N(C)C)=[N+](C)C)C2N=CC=CC=2N=N1. (6) Given the product [NH2:19][C:15]1[N:14]=[C:13]([C:12]2[S:11][C:10]([C:20]([CH3:21])([CH3:23])[CH3:22])=[N:9][C:8]=2[C:4]2[C:3]([F:24])=[C:2]([NH:1][S:30]([C:27]3[CH:28]=[CH:29][S:25][CH:26]=3)(=[O:32])=[O:31])[CH:7]=[CH:6][CH:5]=2)[CH:18]=[CH:17][N:16]=1, predict the reactants needed to synthesize it. The reactants are: [NH2:1][C:2]1[C:3]([F:24])=[C:4]([C:8]2[N:9]=[C:10]([C:20]([CH3:23])([CH3:22])[CH3:21])[S:11][C:12]=2[C:13]2[CH:18]=[CH:17][N:16]=[C:15]([NH2:19])[N:14]=2)[CH:5]=[CH:6][CH:7]=1.[S:25]1[CH:29]=[CH:28][C:27]([S:30](Cl)(=[O:32])=[O:31])=[CH:26]1.